Dataset: Catalyst prediction with 721,799 reactions and 888 catalyst types from USPTO. Task: Predict which catalyst facilitates the given reaction. (1) Reactant: [C:1]1([C:10]([O:12][CH3:13])=[O:11])[N:2]=[CH:3][N:4]2[CH:9]=[CH:8][CH:7]=[CH:6][C:5]=12.CN([CH:17]=[O:18])C. Product: [CH:17]([C:3]1[N:4]2[CH:9]=[CH:8][CH:7]=[CH:6][C:5]2=[C:1]([C:10]([O:12][CH3:13])=[O:11])[N:2]=1)=[O:18]. The catalyst class is: 265. (2) Reactant: [CH3:1][N:2]1[C:11]2[C:6](=[CH:7][CH:8]=[CH:9][CH:10]=2)[N:5]=[C:4]([CH3:12])[C:3]1=[O:13].[Se](=O)=[O:15]. The catalyst class is: 12. Product: [CH3:1][N:2]1[C:11]2[C:6](=[CH:7][CH:8]=[CH:9][CH:10]=2)[N:5]=[C:4]([CH:12]=[O:15])[C:3]1=[O:13]. (3) Reactant: [CH:1]1([C:7]2[CH:20]=[CH:19][C:10]([O:11][CH2:12][C@H:13]3[O:17][C:16]([NH2:18])=[N:15][CH2:14]3)=[CH:9][CH:8]=2)[CH2:6][CH2:5][CH2:4][CH2:3][CH2:2]1.C[O:22][C:23](=O)[CH:24]([CH:29]=O)[CH2:25][CH2:26][O:27][CH3:28]. Product: [CH:1]1([C:7]2[CH:20]=[CH:19][C:10]([O:11][CH2:12][CH:13]3[O:17][C:16]4=[N:18][C:23](=[O:22])[C:24]([CH2:25][CH2:26][O:27][CH3:28])=[CH:29][N:15]4[CH2:14]3)=[CH:9][CH:8]=2)[CH2:2][CH2:3][CH2:4][CH2:5][CH2:6]1. The catalyst class is: 22. (4) Reactant: [NH:1]1[CH:5]=[CH:4][CH:3]=[C:2]1[C:6]([O:8]N1C(=O)CCC1=O)=O.[CH3:16][O:17][C:18]1[CH:28]=[C:27]([O:29][CH3:30])[CH:26]=[CH:25][C:19]=1[CH2:20][NH:21][CH2:22][C:23]#[CH:24].C([O-])(O)=O.[Na+]. Product: [CH3:16][O:17][C:18]1[CH:28]=[C:27]([O:29][CH3:30])[CH:26]=[CH:25][C:19]=1[CH2:20][N:21]([CH2:22][C:23]#[CH:24])[C:6]([C:2]1[NH:1][CH:5]=[CH:4][CH:3]=1)=[O:8]. The catalyst class is: 144. (5) Reactant: [B-].[Na+].[CH3:3][C:4]1[CH:28]=[CH:27][C:7]([C:8]([NH:10][C:11]2[CH:16]=[CH:15][C:14]([C:17](=[O:26])[CH2:18][CH2:19][C:20]3[CH:25]=[CH:24][CH:23]=[CH:22][N:21]=3)=[CH:13][CH:12]=2)=[O:9])=[C:6]([N:29]2[CH2:34][CH2:33][CH:32]([CH3:35])[CH2:31][CH2:30]2)[N:5]=1. Product: [OH:26][CH:17]([C:14]1[CH:13]=[CH:12][C:11]([NH:10][C:8](=[O:9])[C:7]2[CH:27]=[CH:28][C:4]([CH3:3])=[N:5][C:6]=2[N:29]2[CH2:30][CH2:31][CH:32]([CH3:35])[CH2:33][CH2:34]2)=[CH:16][CH:15]=1)[CH2:18][CH2:19][C:20]1[CH:25]=[CH:24][CH:23]=[CH:22][N:21]=1. The catalyst class is: 5. (6) Reactant: [CH2:1]([O:8][C:9]1[C:10]([O:19][CH3:20])=[C:11]2[C:16](=[CH:17][CH:18]=1)[CH2:15][NH:14][CH2:13][CH2:12]2)[C:2]1[CH:7]=[CH:6][CH:5]=[CH:4][CH:3]=1.[C:21]([O:25][C:26](O[C:26]([O:25][C:21]([CH3:24])([CH3:23])[CH3:22])=[O:27])=[O:27])([CH3:24])([CH3:23])[CH3:22].O. Product: [C:21]([O:25][C:26]([N:14]1[CH2:13][CH2:12][C:11]2[C:16](=[CH:17][CH:18]=[C:9]([O:8][CH2:1][C:2]3[CH:3]=[CH:4][CH:5]=[CH:6][CH:7]=3)[C:10]=2[O:19][CH3:20])[CH2:15]1)=[O:27])([CH3:24])([CH3:23])[CH3:22]. The catalyst class is: 1. (7) Product: [Br:1][C:2]1[CH:3]=[CH:4][C:5]([CH:8]([O:22][C:23]2[CH:28]=[CH:27][CH:26]=[CH:25][N:24]=2)[CH:9]2[CH2:10][CH2:11][N:12]([C:15]3([CH3:21])[CH2:16][CH2:17][N:18]([C:39]([C:34]4[CH:35]=[CH:36][CH:37]=[C:38]5[C:33]=4[CH:32]=[CH:31][CH:30]=[N:29]5)=[O:40])[CH2:19][CH2:20]3)[CH2:13][CH2:14]2)=[CH:6][CH:7]=1. The catalyst class is: 3. Reactant: [Br:1][C:2]1[CH:7]=[CH:6][C:5]([CH:8]([O:22][C:23]2[CH:28]=[CH:27][CH:26]=[CH:25][N:24]=2)[CH:9]2[CH2:14][CH2:13][N:12]([C:15]3([CH3:21])[CH2:20][CH2:19][NH:18][CH2:17][CH2:16]3)[CH2:11][CH2:10]2)=[CH:4][CH:3]=1.[N:29]1[C:38]2[CH:37]=[CH:36][CH:35]=[C:34]([C:39](O)=[O:40])[C:33]=2[CH:32]=[CH:31][CH:30]=1.CCN(CC)CC.CN(C(ON1N=NC2C=CC=NC1=2)=[N+](C)C)C.F[P-](F)(F)(F)(F)F.